From a dataset of Catalyst prediction with 721,799 reactions and 888 catalyst types from USPTO. Predict which catalyst facilitates the given reaction. (1) Reactant: [C:1]([O:5][C:6]([N:8]1[CH2:12][CH:11]([O:13][C:14]2[C:23]3[C:18](=[CH:19][C:20]([O:24][CH3:25])=[CH:21][CH:22]=3)[CH:17]=[CH:16][N:15]=2)[CH2:10][CH:9]1[C:26](=[O:35])[NH:27]C1(C=C)CC1=C=O)=[O:7])([CH3:4])([CH3:3])[CH3:2].CN(C([O:43]N1N=NC2C=CC=NC1=2)=[N+](C)C)C.F[P-](F)(F)(F)(F)F.CCN(C(C)C)C(C)C.[CH2:69]([C:72]1([O:75][S:76](=[O:79])(=[O:78])[NH2:77])[CH2:74][CH2:73]1)[CH2:70][CH3:71].[CH2:80]1[CH2:90][CH2:89]N2[C:83](=NCCC2)[CH2:82][CH2:81]1. Product: [C:1]([O:5][C:6]([N:8]1[CH2:12][CH:11]([O:13][C:14]2[C:23]3[C:18](=[CH:19][C:20]([O:24][CH3:25])=[CH:21][CH:22]=3)[CH:17]=[CH:16][N:15]=2)[CH2:10][CH:9]1[C:26](=[O:35])[NH:27][C:90]1([C:89]([NH:77][S:76]([O:75][C:72]2([CH2:69][CH2:70][CH3:71])[CH2:73][CH2:74]2)(=[O:78])=[O:79])=[O:43])[CH2:80][CH:81]1[CH:82]=[CH2:83])=[O:7])([CH3:4])([CH3:3])[CH3:2]. The catalyst class is: 31. (2) Reactant: [F:1][C:2]1[CH:7]=[CH:6][CH:5]=[C:4]([F:8])[C:3]=1[C:9]1[N:14]=[C:13]([C:15]([NH:17][C:18]2[C:19]([N:28]3[CH2:33][CH2:32][CH2:31][C@H:30]([NH:34]C(=O)OC(C)(C)C)[CH2:29]3)=[C:20]3[CH2:26][CH2:25][C:24](=[O:27])[C:21]3=[N:22][CH:23]=2)=[O:16])[CH:12]=[CH:11][C:10]=1[F:42].C(O)(C(F)(F)F)=O. Product: [NH2:34][C@H:30]1[CH2:31][CH2:32][CH2:33][N:28]([C:19]2[C:18]([NH:17][C:15]([C:13]3[CH:12]=[CH:11][C:10]([F:42])=[C:9]([C:3]4[C:2]([F:1])=[CH:7][CH:6]=[CH:5][C:4]=4[F:8])[N:14]=3)=[O:16])=[CH:23][N:22]=[C:21]3[C:24](=[O:27])[CH2:25][CH2:26][C:20]=23)[CH2:29]1. The catalyst class is: 2.